Predict which catalyst facilitates the given reaction. From a dataset of Catalyst prediction with 721,799 reactions and 888 catalyst types from USPTO. (1) Reactant: [CH3:1][N:2]1[CH:7]=[C:6]([CH3:8])[CH:5]=[C:4]([N+:9]([O-])=O)[C:3]1=[O:12]. Product: [NH2:9][C:4]1[C:3](=[O:12])[N:2]([CH3:1])[CH:7]=[C:6]([CH3:8])[CH:5]=1. The catalyst class is: 94. (2) Reactant: [F:1][C:2]1[CH:21]=[CH:20][C:5]([CH2:6][CH2:7][C:8]2[CH:17]=[CH:16][C:15]([CH2:18]O)=[CH:14][C:9]=2[C:10]([O:12][CH3:13])=[O:11])=[CH:4][CH:3]=1.C(Br)(Br)(Br)[Br:23].C1(P(C2C=CC=CC=2)C2C=CC=CC=2)C=CC=CC=1. Product: [F:1][C:2]1[CH:21]=[CH:20][C:5]([CH2:6][CH2:7][C:8]2[CH:17]=[CH:16][C:15]([CH2:18][Br:23])=[CH:14][C:9]=2[C:10]([O:12][CH3:13])=[O:11])=[CH:4][CH:3]=1. The catalyst class is: 4. (3) Reactant: [Cl:1][C:2]1[CH:7]=[C:6]([N+:8]([O-:10])=[O:9])[CH:5]=[C:4]([Cl:11])[C:3]=1F.C(=O)([O-])[O-].[K+].[K+].[C:19]1([SH:25])[CH:24]=[CH:23][CH:22]=[CH:21][CH:20]=1. Product: [Cl:1][C:2]1[CH:7]=[C:6]([N+:8]([O-:10])=[O:9])[CH:5]=[C:4]([Cl:11])[C:3]=1[S:25][C:19]1[CH:24]=[CH:23][CH:22]=[CH:21][CH:20]=1. The catalyst class is: 9. (4) Reactant: [CH2:1]([N:8]1[C:16]2[C:15](=[O:17])[NH:14][CH:13]=[N:12][C:11]=2[N:10]=[CH:9]1)[C:2]1[CH:7]=[CH:6][CH:5]=[CH:4][CH:3]=1.[Cl:18]N1C(=O)CCC1=O. Product: [CH2:1]([N:8]1[C:16]2[C:15](=[O:17])[NH:14][CH:13]=[N:12][C:11]=2[N:10]=[C:9]1[Cl:18])[C:2]1[CH:7]=[CH:6][CH:5]=[CH:4][CH:3]=1. The catalyst class is: 42. (5) Reactant: [F:1][C:2]([F:17])([F:16])[CH2:3][S:4][CH2:5][C:6]([C:8]1[CH:15]=[CH:14][C:11]([C:12]#[N:13])=[CH:10][CH:9]=1)=[O:7].[CH2:18](O)[CH2:19][OH:20].C1(C)C=CC(S(O)(=O)=O)=CC=1. Product: [F:17][C:2]([F:1])([F:16])[CH2:3][S:4][CH2:5][C:6]1([O:20][CH2:19][CH2:18][O:7]1)[C:8]1[CH:15]=[CH:14][C:11]([C:12]#[N:13])=[CH:10][CH:9]=1. The catalyst class is: 11.